This data is from Reaction yield outcomes from USPTO patents with 853,638 reactions. The task is: Predict the reaction yield, written as a fraction of the theoretical maximum amount of product (1.0 means a 100% yield; for example, 0.34 means a 34% yield). (1) The reactants are Br[C:2]1[CH:7]=[CH:6][C:5]([CH2:8][NH2:9])=[C:4]([F:10])[CH:3]=1.C(OC(OC(C)(C)C)=O)(OC(C)(C)C)=O.CC1(C)C(C)(C)OB(B2OC(C)(C)C(C)(C)O2)O1.Cl[C:45]1[CH:50]=[CH:49][N:48]=[C:47]([NH2:51])[C:46]=1[N+:52]([O-])=O.[CH3:55][N:56]1[CH:60]=[C:59]([CH:61]=O)[CH:58]=[N:57]1.OB(O)C1C=CC(C(O)=O)=CC=1.CC(C)(C)CCN. No catalyst specified. The product is [F:10][C:4]1[CH:3]=[C:2]([C:45]2[CH:50]=[CH:49][N:48]=[C:47]3[NH:51][C:61]([C:59]4[CH:58]=[N:57][N:56]([CH3:55])[CH:60]=4)=[N:52][C:46]=23)[CH:7]=[CH:6][C:5]=1[CH2:8][NH2:9]. The yield is 0.320. (2) The reactants are [CH2:1]([N:3]([CH2:6][C@@H:7]1[N:12]([C:13](=O)[CH2:14][C@@H:15]([NH:24][C:25]2[CH:30]=[CH:29][C:28]([S:31]([NH2:34])(=[O:33])=[O:32])=[CH:27][C:26]=2[S:35]([C:38]([F:41])([F:40])[F:39])(=[O:37])=[O:36])[CH2:16][S:17][C:18]2[CH:23]=[CH:22][CH:21]=[CH:20][CH:19]=2)[CH2:11][CH2:10][O:9][CH2:8]1)[CH2:4][CH3:5])[CH3:2].C1COCC1.Cl.C(=O)([O-])[O-].[Na+].[Na+]. The catalyst is C(OCC)(=O)C.CO. The product is [CH2:1]([N:3]([CH2:6][C@@H:7]1[N:12]([CH2:13][CH2:14][C@@H:15]([NH:24][C:25]2[CH:30]=[CH:29][C:28]([S:31]([NH2:34])(=[O:32])=[O:33])=[CH:27][C:26]=2[S:35]([C:38]([F:40])([F:39])[F:41])(=[O:37])=[O:36])[CH2:16][S:17][C:18]2[CH:19]=[CH:20][CH:21]=[CH:22][CH:23]=2)[CH2:11][CH2:10][O:9][CH2:8]1)[CH2:4][CH3:5])[CH3:2]. The yield is 0.370. (3) The reactants are [N+:1]([C:4]1[CH:22]=[CH:21][C:7]([CH2:8][C:9]2[S:13][C:12]([NH2:14])=[N:11][C:10]=2[C:15]2[CH:20]=[CH:19][CH:18]=[CH:17][CH:16]=2)=[CH:6][CH:5]=1)([O-:3])=[O:2].[CH3:23][O:24][C:25]1[CH:26]=[C:27]([CH:31]=[CH:32][C:33]=1[O:34][CH3:35])[C:28](Cl)=[O:29]. No catalyst specified. The product is [CH3:23][O:24][C:25]1[CH:26]=[C:27]([CH:31]=[CH:32][C:33]=1[O:34][CH3:35])[C:28]([NH:14][C:12]1[S:13][C:9]([CH2:8][C:7]2[CH:21]=[CH:22][C:4]([N+:1]([O-:3])=[O:2])=[CH:5][CH:6]=2)=[C:10]([C:15]2[CH:20]=[CH:19][CH:18]=[CH:17][CH:16]=2)[N:11]=1)=[O:29]. The yield is 0.647. (4) The reactants are Br[CH2:2][CH2:3][OH:4].C([N:7]([CH2:10][CH3:11])[CH2:8][CH3:9])C.[OH:12][CH2:13][CH2:14][N:15]1[CH2:20][CH2:19][CH:18]([NH:21][C:22]2[N:26](CC3C(O)=CC=C(C)N=3)[C:25]3[CH:36]=[C:37]([CH3:41])[CH:38]=[C:39]([CH3:40])[C:24]=3[N:23]=2)[CH2:17][CH2:16]1.[C:42](#N)C. The product is [OH:12][CH2:13][CH2:14][N:15]1[CH2:16][CH2:17][CH:18]([NH:21][C:22]2[N:23]([CH2:11][C:10]3[C:3]([OH:4])=[CH:2][CH:42]=[C:8]([CH3:9])[N:7]=3)[C:24]3[C:39]([CH3:40])=[CH:38][C:37]([CH3:41])=[CH:36][C:25]=3[N:26]=2)[CH2:19][CH2:20]1. No catalyst specified. The yield is 0.0660. (5) The reactants are [Br:1][C:2]1[CH:25]=[CH:24][C:5]([O:6][CH2:7][CH:8]2[CH2:13][CH2:12][N:11]([C:14]([C:16]3([C:20]([F:23])([F:22])[F:21])[CH2:19][CH2:18][CH2:17]3)=O)[CH2:10][CH2:9]2)=[C:4]([F:26])[CH:3]=1.O. The catalyst is C1COCC1. The product is [Br:1][C:2]1[CH:25]=[CH:24][C:5]([O:6][CH2:7][CH:8]2[CH2:13][CH2:12][N:11]([CH2:14][C:16]3([C:20]([F:21])([F:23])[F:22])[CH2:17][CH2:18][CH2:19]3)[CH2:10][CH2:9]2)=[C:4]([F:26])[CH:3]=1. The yield is 0.680. (6) The reactants are C(OC([N:11]1[CH2:16][CH2:15][CH:14]([C:17](=[O:33])[NH:18][C:19]2[CH:24]=[C:23]([C:25]3[CH:30]=[CH:29][CH:28]=[CH:27][C:26]=3[O:31][CH3:32])[N:22]=[CH:21][N:20]=2)[CH2:13][CH2:12]1)=O)C1C=CC=CC=1. The catalyst is CO.ClCCl.[Pd]. The product is [CH3:32][O:31][C:26]1[CH:27]=[CH:28][CH:29]=[CH:30][C:25]=1[C:23]1[N:22]=[CH:21][N:20]=[C:19]([NH:18][C:17]([CH:14]2[CH2:15][CH2:16][NH:11][CH2:12][CH2:13]2)=[O:33])[CH:24]=1. The yield is 0.420.